Dataset: Forward reaction prediction with 1.9M reactions from USPTO patents (1976-2016). Task: Predict the product of the given reaction. (1) Given the reactants [SH-:1].[C+4:2].[SH-:3].[SH-].[SH-].[CH3:6][C:7]1[CH:8]=[CH:9][C:10]([N+:17]([O-:19])=[O:18])=[C:11]([CH:16]=1)[C:12]([NH:14][NH2:15])=O.[OH-].[K+], predict the reaction product. The product is: [CH3:6][C:7]1[CH:8]=[CH:9][C:10]([N+:17]([O-:19])=[O:18])=[C:11]([C:12]2[S:1][C:2]([SH:3])=[N:15][N:14]=2)[CH:16]=1. (2) Given the reactants [CH3:1][C:2]1[CH:10]=[CH:9][CH:8]=[CH:7][C:3]=1[C:4]([OH:6])=O.[Cl:11][C:12]1[CH:17]=[CH:16][C:15]([CH:18]([N:21]2[CH2:26][CH2:25][O:24][CH2:23][CH2:22]2)[CH2:19][NH2:20])=[CH:14][CH:13]=1, predict the reaction product. The product is: [Cl:11][C:12]1[CH:17]=[CH:16][C:15]([CH:18]([N:21]2[CH2:22][CH2:23][O:24][CH2:25][CH2:26]2)[CH2:19][NH:20][C:4](=[O:6])[C:3]2[CH:7]=[CH:8][CH:9]=[CH:10][C:2]=2[CH3:1])=[CH:14][CH:13]=1. (3) Given the reactants F[C:2]1[CH:3]=[CH:4][C:5]([N+:15]([O-:17])=[O:16])=[C:6]([CH:14]=1)[C:7]([O:9][C:10]([CH3:13])([CH3:12])[CH3:11])=[O:8].[OH:18][C:19]1[CH:20]=[C:21]([CH:26]=[CH:27][CH:28]=1)[C:22]([O:24][CH3:25])=[O:23].C([O-])([O-])=O.[K+].[K+].C1OCCOCCOCCOCCOCCOC1, predict the reaction product. The product is: [CH3:25][O:24][C:22]([C:21]1[CH:20]=[C:19]([CH:28]=[CH:27][CH:26]=1)[O:18][C:2]1[CH:3]=[CH:4][C:5]([N+:15]([O-:17])=[O:16])=[C:6]([CH:14]=1)[C:7]([O:9][C:10]([CH3:13])([CH3:12])[CH3:11])=[O:8])=[O:23]. (4) Given the reactants [C:1]([O:5][C:6]([NH:8][C@H:9]([C:30]([O:32][CH3:33])=[O:31])[CH2:10][C:11]1[CH:16]=[CH:15][C:14]([CH:17]=[CH:18][CH2:19][C:20]2[CH:29]=[CH:28][C:27]3[C:22](=[N:23][CH:24]=[CH:25][CH:26]=3)[N:21]=2)=[CH:13][CH:12]=1)=[O:7])([CH3:4])([CH3:3])[CH3:2], predict the reaction product. The product is: [C:1]([O:5][C:6]([NH:8][C@H:9]([C:30]([O:32][CH3:33])=[O:31])[CH2:10][C:11]1[CH:16]=[CH:15][C:14]([CH2:17][CH2:18][CH2:19][C:20]2[CH:29]=[CH:28][C:27]3[CH2:26][CH2:25][CH2:24][NH:23][C:22]=3[N:21]=2)=[CH:13][CH:12]=1)=[O:7])([CH3:4])([CH3:3])[CH3:2].